This data is from Catalyst prediction with 721,799 reactions and 888 catalyst types from USPTO. The task is: Predict which catalyst facilitates the given reaction. Reactant: Cl.[CH2:2]([CH:6]1[CH2:11][CH2:10][CH2:9][N:8]([CH2:12][C@@H:13]2[CH2:18][CH2:17][CH2:16][CH2:15][C@H:14]2[NH2:19])[CH2:7]1)[CH2:3][CH2:4][CH3:5].[F:20][C:21]([F:32])([F:31])[C:22]1[CH:30]=[CH:29][C:25]([C:26](O)=[O:27])=[CH:24][N:23]=1.CN(C(ON1N=NC2C=CC=NC1=2)=[N+](C)C)C.F[P-](F)(F)(F)(F)F.C(N(C(C)C)CC)(C)C. Product: [CH2:2]([CH:6]1[CH2:11][CH2:10][CH2:9][N:8]([CH2:12][C@@H:13]2[CH2:18][CH2:17][CH2:16][CH2:15][C@H:14]2[NH:19][C:26](=[O:27])[C:25]2[CH:29]=[CH:30][C:22]([C:21]([F:32])([F:20])[F:31])=[N:23][CH:24]=2)[CH2:7]1)[CH2:3][CH2:4][CH3:5]. The catalyst class is: 3.